Dataset: Forward reaction prediction with 1.9M reactions from USPTO patents (1976-2016). Task: Predict the product of the given reaction. The product is: [C:8]([O:12][C:13](=[O:38])[NH:14][C@H:15]([C:19]([C:32]1[CH:37]=[CH:36][CH:35]=[CH:34][CH:33]=1)([C:26]1[CH:31]=[CH:30][CH:29]=[CH:28][CH:27]=1)[O:20][SiH2:21][C:22]([CH3:25])([CH3:24])[CH3:23])[CH2:16][CH2:17][I:1])([CH3:11])([CH3:10])[CH3:9]. Given the reactants [I:1]I.N1C=CN=C1.[C:8]([O:12][C:13](=[O:38])[NH:14][C@H:15]([C:19]([C:32]1[CH:37]=[CH:36][CH:35]=[CH:34][CH:33]=1)([C:26]1[CH:31]=[CH:30][CH:29]=[CH:28][CH:27]=1)[O:20][SiH2:21][C:22]([CH3:25])([CH3:24])[CH3:23])[CH2:16][CH2:17]O)([CH3:11])([CH3:10])[CH3:9], predict the reaction product.